Dataset: Full USPTO retrosynthesis dataset with 1.9M reactions from patents (1976-2016). Task: Predict the reactants needed to synthesize the given product. Given the product [C:21]([O:5][C:4]1[C:6]([O:7][CH3:8])=[CH:9][CH:10]=[CH:11][C:3]=1[CH:2]=[O:1])(=[O:23])[CH3:22], predict the reactants needed to synthesize it. The reactants are: [O:1]=[CH:2][C:3]1[CH:11]=[CH:10][CH:9]=[C:6]([O:7][CH3:8])[C:4]=1[OH:5].CN(C1C=CC=CN=1)C.[C:21](OC(=O)C)(=[O:23])[CH3:22].